From a dataset of Catalyst prediction with 721,799 reactions and 888 catalyst types from USPTO. Predict which catalyst facilitates the given reaction. Reactant: [Cl:1][C:2]1[CH:7]=[CH:6][N:5]=[C:4]([NH:8][CH2:9][C:10]2[CH:15]=[CH:14][C:13]([O:16][CH3:17])=[CH:12][C:11]=2[O:18][CH3:19])[C:3]=1[N+:20]([O-])=O.O.O.[Sn](Cl)(Cl)(Cl)Cl. Product: [Cl:1][C:2]1[CH:7]=[CH:6][N:5]=[C:4]([NH:8][CH2:9][C:10]2[CH:15]=[CH:14][C:13]([O:16][CH3:17])=[CH:12][C:11]=2[O:18][CH3:19])[C:3]=1[NH2:20]. The catalyst class is: 5.